This data is from Forward reaction prediction with 1.9M reactions from USPTO patents (1976-2016). The task is: Predict the product of the given reaction. (1) Given the reactants [CH3:1][N:2]([CH:10]1[CH2:15][CH2:14][CH:13]([O:16][C:17]2[N:18]=[CH:19][N:20]=[C:21]3[C:28]=2[C:27]2[CH2:26][CH2:25][CH2:24][C:23]=2[S:22]3)[CH2:12][CH2:11]1)C(=O)OC(C)(C)C.[Cl:29]CCl, predict the reaction product. The product is: [ClH:29].[CH3:1][NH:2][CH:10]1[CH2:15][CH2:14][CH:13]([O:16][C:17]2[N:18]=[CH:19][N:20]=[C:21]3[C:28]=2[C:27]2[CH2:26][CH2:25][CH2:24][C:23]=2[S:22]3)[CH2:12][CH2:11]1. (2) Given the reactants [NH2:1][C:2]1[CH:3]=[C:4]([CH2:8][C:9]([OH:11])=[O:10])[CH:5]=[CH:6][CH:7]=1.S(Cl)(Cl)=O.[CH3:16]O, predict the reaction product. The product is: [NH2:1][C:2]1[CH:3]=[C:4]([CH2:8][C:9]([O:11][CH3:16])=[O:10])[CH:5]=[CH:6][CH:7]=1. (3) Given the reactants [Cl:1][C:2]1[CH:3]=[C:4]([CH:8]=[CH:9][N:10]=1)[C:5]([OH:7])=O.[CH2:11]([N:13]([CH2:17][CH3:18])[CH2:14][CH2:15][NH2:16])[CH3:12].C1C=CC2N(O)N=NC=2C=1.CCN=C=NCCCN(C)C.C(N(C(C)C)CC)(C)C, predict the reaction product. The product is: [Cl:1][C:2]1[N:10]=[CH:9][CH:8]=[C:4]([CH:3]=1)[C:5]([NH:16][CH2:15][CH2:14][N:13]([CH2:17][CH3:18])[CH2:11][CH3:12])=[O:7]. (4) Given the reactants [C:1]([O:5][C:6](=[O:27])[N:7]([C:9]1[CH:14]=[CH:13][CH:12]=[C:11]([CH2:15][CH2:16][O:17][C:18]2[CH:19]=[C:20]3[C:24](=[CH:25][CH:26]=2)[NH:23][CH:22]=[CH:21]3)[N:10]=1)[CH3:8])([CH3:4])([CH3:3])[CH3:2].[CH2:28]([O:30][C:31](=[O:40])[C:32]#[C:33][C:34]1[CH:39]=[CH:38][CH:37]=[CH:36][CH:35]=1)[CH3:29], predict the reaction product. The product is: [CH2:28]([O:30][C:31](=[O:40])[CH:32]=[C:33]([N:23]1[C:24]2[C:20](=[CH:19][C:18]([O:17][CH2:16][CH2:15][C:11]3[CH:12]=[CH:13][CH:14]=[C:9]([N:7]([C:6]([O:5][C:1]([CH3:4])([CH3:2])[CH3:3])=[O:27])[CH3:8])[N:10]=3)=[CH:26][CH:25]=2)[CH:21]=[CH:22]1)[C:34]1[CH:39]=[CH:38][CH:37]=[CH:36][CH:35]=1)[CH3:29]. (5) Given the reactants [CH3:1][C:2]1[S:15][C:14]2[C:4](=[C:5]([N:16]3[CH2:21][CH2:20][NH:19][CH2:18][CH2:17]3)[NH:6][C:7]3[C:12]([N:13]=2)=[CH:11][CH:10]=[CH:9][CH:8]=3)[CH:3]=1.[CH3:22]C(C)([O-])C.[K+].CI.O, predict the reaction product. The product is: [CH3:1][C:2]1[S:15][C:14]2[NH:13][C:12]3[CH:11]=[CH:10][CH:9]=[CH:8][C:7]=3[N:6]=[C:5]([N:16]3[CH2:21][CH2:20][N:19]([CH3:22])[CH2:18][CH2:17]3)[C:4]=2[CH:3]=1. (6) Given the reactants [CH3:1][C:2]1([CH3:10])[O:7][C:6](=[O:8])[CH2:5][C:4](=[O:9])[O:3]1.[CH3:11]OC(OC)OC.[Br:18][C:19]1[CH:20]=[C:21]([CH:23]=[CH:24][C:25]=1[F:26])[NH2:22], predict the reaction product. The product is: [Br:18][C:19]1[CH:20]=[C:21]([NH:22][CH:11]=[C:5]2[C:6](=[O:8])[O:7][C:2]([CH3:10])([CH3:1])[O:3][C:4]2=[O:9])[CH:23]=[CH:24][C:25]=1[F:26]. (7) Given the reactants [NH2:1][CH2:2][C:3]1[C:12]2[C:7](=[CH:8][CH:9]=[CH:10][CH:11]=2)[C:6](=[O:13])[N:5]([NH:14][C:15](=[O:24])[CH2:16][C:17]2[CH:22]=[CH:21][C:20]([Cl:23])=[CH:19][CH:18]=2)[N:4]=1.[CH3:25][O:26][C:27]([NH:29][C@@H:30]([CH:34]([CH3:36])[CH3:35])[C:31](O)=[O:32])=[O:28], predict the reaction product. The product is: [CH3:25][O:26][C:27](=[O:28])[NH:29][C@@H:30]([CH:34]([CH3:35])[CH3:36])[C:31]([NH:1][CH2:2][C:3]1[C:12]2[C:7](=[CH:8][CH:9]=[CH:10][CH:11]=2)[C:6](=[O:13])[N:5]([NH:14][C:15](=[O:24])[CH2:16][C:17]2[CH:18]=[CH:19][C:20]([Cl:23])=[CH:21][CH:22]=2)[N:4]=1)=[O:32].